This data is from Catalyst prediction with 721,799 reactions and 888 catalyst types from USPTO. The task is: Predict which catalyst facilitates the given reaction. (1) Reactant: [I:1][C:2]1[C:3]2[S:9][CH:8]=[CH:7][C:4]=2[NH:5][N:6]=1.C(N(CC)CC)C.[C:17]([O:21][C:22](O[C:22]([O:21][C:17]([CH3:20])([CH3:19])[CH3:18])=[O:23])=[O:23])([CH3:20])([CH3:19])[CH3:18]. Product: [C:17]([O:21][C:22]([N:5]1[C:4]2[CH:7]=[CH:8][S:9][C:3]=2[C:2]([I:1])=[N:6]1)=[O:23])([CH3:20])([CH3:19])[CH3:18]. The catalyst class is: 112. (2) Reactant: [Cl-].O[NH3+:3].[C:4](=[O:7])([O-])[OH:5].[Na+].CS(C)=O.[CH2:13]([C:17]1[N:18]=[C:19]([CH3:48])[N:20]([CH2:39][C:40]2[CH:45]=[C:44]([F:46])[CH:43]=[CH:42][C:41]=2[F:47])[C:21](=[O:38])[C:22]=1[CH2:23][C:24]1[CH:29]=[CH:28][C:27]([C:30]2[C:31]([C:36]#[N:37])=[CH:32][CH:33]=[CH:34][CH:35]=2)=[CH:26][CH:25]=1)[CH2:14][CH2:15][CH3:16]. Product: [CH2:13]([C:17]1[N:18]=[C:19]([CH3:48])[N:20]([CH2:39][C:40]2[CH:45]=[C:44]([F:46])[CH:43]=[CH:42][C:41]=2[F:47])[C:21](=[O:38])[C:22]=1[CH2:23][C:24]1[CH:25]=[CH:26][C:27]([C:30]2[CH:35]=[CH:34][CH:33]=[CH:32][C:31]=2[C:36]2[NH:3][C:4](=[O:7])[O:5][N:37]=2)=[CH:28][CH:29]=1)[CH2:14][CH2:15][CH3:16]. The catalyst class is: 13.